This data is from Experimentally validated miRNA-target interactions with 360,000+ pairs, plus equal number of negative samples. The task is: Binary Classification. Given a miRNA mature sequence and a target amino acid sequence, predict their likelihood of interaction. (1) The miRNA is hsa-miR-1910-3p with sequence GAGGCAGAAGCAGGAUGACA. The protein sequence of the target gene is MTSFEDADTEETVTCLQMTVYHPGQLQCGIFQSISFNREKLPSSEVVKFGRNSNICHYTFQDKQVSRVQFSLQLFKKFNSSVLSFEIKNMSKKTNLIVDSRELGYLNKMDLPYRCMVRFGEYQFLMEKEDGESLEFFETQFILSPRSLLQENNWPPHRPIPEYGTYSLCSSQSSSPTEMDENES. Result: 1 (interaction). (2) The miRNA is hsa-miR-4757-5p with sequence AGGCCUCUGUGACGUCACGGUGU. The protein sequence of the target gene is MMEKNTSEGPACSPEETASESAKVPTAEPPGEVAVSESTREEQVPKPQAPAPQAPTASTATKPAPPSEDVPSAPLLLTLDDVSSSSVTVSWEPPERLGRLGLQGYVLELCREGASEWVPVSARPMMVTQQTVRNLALGDKFLLRVSAVSSAGAGPPAMLDQPIHIRENIEAPKIRVPRHLRQTYIRQVGETVNLQIPFQGKPKPQATWTHNGHALDSQRVSMRTGDQDSILFIRSAQRSDSGRYELTVRVEDLEAKAVIDILVIEKPGPPSSIRLLDVWGCNAALQWTPPQDTGNTELLG.... Result: 0 (no interaction). (3) The miRNA is hsa-miR-296-3p with sequence GAGGGUUGGGUGGAGGCUCUCC. The protein sequence of the target gene is MYPQGRHPAPHQPGQPGFKFTVAESCDRIKDEFQFLQAQYHSLKVEYDKLANEKTEMQRHYVMYYEMSYGLNIEMHKQTEIAKRLNTILAQIMPFLSQEHQQQVAQAVERAKQVTMTELNAIIGQQQLQAQHLSHATHGPPVQLPPHPSGLQPPGIPPVTGSSSGLLALGALGSQAHLTVKDEKNHHELDHRERESSANNSVSPSESLRASEKHRGSADYSMEAKKRKAEEKDSLSRYDSDGDKSDDLVVDVSNEDPATPRVSPAHSPPENGLDKARSLKKDAPTSPASVASSSSTPSSK.... Result: 1 (interaction). (4) The miRNA is hsa-let-7f-1-3p with sequence CUAUACAAUCUAUUGCCUUCCC. The protein sequence of the target gene is MHYCVLRTFLLLHLVPVALSLSTCSTLDMDQFMRKRIEAIRGQILSKLKLTSPPEDYPEPDEVPPEVISIYNSTRDLLQEKASRRAAACERERSDEEYYAKEVYKIDMPSHFPSETVCPVVTTSSGSVGSFCSIQSQVLCGYLDAIPPTFYRPYFRIVRFDVSTMEKNASNLVKAEFRVFRLQNPKARVAEQRIELYQILKSKDLTSPTQRYIDSKVVKTRAEGEWLSFDVTDAVHEWLHHKDRNLGFKISLHCPCCTFIPSNNYIIPNKSQELEARFAGIDGTSTYASGDQKTIKSTRK.... Result: 0 (no interaction). (5) The miRNA is hsa-miR-5706 with sequence UUCUGGAUAACAUGCUGAAGCU. The protein sequence of the target gene is MWRADRWAPLLLFLLQSALGRPRLAPPRNVTLFSQNFTVYLTWLPGLGSPPNVTYFVTYQSYIKTGWRPVEHCAGIKALVCPLMCLKKLNLYSKFKGRVQAASAHGRSPRVESRYLEYLFDVELAPPTLVLTQMEKILRVNATYQLPPCMPSLELKYQVEFWKEGLGSKTLFPDTPYGQPVQIPLQQGASRRHCLSARTVYTLIDIKYSQFSEPSCIFLEAPGDKRAVLAMPSLLLLLIAAVAAGVAWKIMKGNPWFQGVKTPRALDFSEYRYPVATFQPSGPEFSDDLILCPQKELTIR.... Result: 0 (no interaction). (6) Result: 0 (no interaction). The miRNA is mmu-miR-540-5p with sequence CAAGGGUCACCCUCUGACUCUGU. The protein sequence of the target gene is MQAHELFRYFRMPELVDFRQYVRTLPTNTLMGFGAFAALTTFWYATRPKPLKPPCDLSMQSVEVAGSGGARRSALLDSDEPLVYFYDDVTTLYEGFQRGIQVSNNGPCLGSRKPDQPYEWLSYKQVAELSECIGSALIQKGFKTAPDQFIGIFAQNRPEWVIIEQGCFAYSMVIVPLYDTLGNEAITYIVNKAELSLVFVDKPEKAKLLLEGVENKLIPGLKIIVVMDAYGSELVERGQRCGVEVTSMKAMEDLGRANRRKPKPPAPEDLAVICFTSGTTGNPKGAMVTHRNIVSDCSAF.... (7) The miRNA is hsa-miR-29a-3p with sequence UAGCACCAUCUGAAAUCGGUUA. The protein sequence of the target gene is MLRWTVHLEGGPRRVNHAAVAVGHRVYSFGGYCSGEDYETLRQIDVHIFNAVSLRWTKLPPVKSAIRGQAPVVPYMRYGHSTVLIDDTVLLWGGRNDTEGACNVLYAFDVNTHKWFTPRVSGTVPGARDGHSACVLGKIMYIFGGYEQQADCFSNDIHKLDTSTMTWTLICTKGSPARWRDFHSATMLGSHMYVFGGRADRFGPFHSNNEIYCNRIRVFDTRTEAWLDCPPTPVLPEGRRSHSAFGYNGELYIFGGYNARLNRHFHDLWKFNPVSFTWKKIEPKGKGPCPRRRQCCCIVG.... Result: 1 (interaction). (8) The miRNA is mmu-miR-3473c with sequence UCUCUCCAGCCCCCAUAAUAAG. The protein sequence of the target gene is MTCWLCVLSLPLLLLPAAPPPAGGCPARCECTVQTRAVACTRRRLTAVPDGIPAETRLLELSRNRIRCLNPGDLAALPALEELDLSENAIAHVEPGAFANLPRLRVLRLRGNQLKLIPPGVFTRLDNLTLLDLSENKLVILLDYTFQDLHSLRRLEVGDNDLVFVSRRAFAGLLALEELTLERCNLTALSGESLGHLRSLGALRLRHLAIASLEDQNFRRLPGLLHLEIDNWPLLEEVAAGSLRGLNLTSLSVTHTNITAVPAAALRHQAHLTCLNLSHNPISTVPRGSFRDLVRLRELH.... Result: 0 (no interaction).